From a dataset of Forward reaction prediction with 1.9M reactions from USPTO patents (1976-2016). Predict the product of the given reaction. (1) Given the reactants C[O:2][C:3](=[O:13])[CH:4]([C:6]1[CH:11]=[CH:10][CH:9]=[C:8]([OH:12])[CH:7]=1)[CH3:5].[F:14][C:15]1[CH:16]=[C:17](B(O)O)[CH:18]=[CH:19][CH:20]=1, predict the reaction product. The product is: [F:14][C:15]1[CH:20]=[C:19]([CH:18]=[CH:17][CH:16]=1)[O:12][C:8]1[CH:7]=[C:6]([CH:4]([CH3:5])[C:3]([OH:2])=[O:13])[CH:11]=[CH:10][CH:9]=1. (2) Given the reactants Br[C:2]1[C:3]([OH:14])=[C:4]([C:7]([CH3:13])=[C:8]([N+:10]([O-:12])=[O:11])[CH:9]=1)[CH:5]=[O:6].[CH:15]1([B-](F)(F)F)[CH2:17][CH2:16]1.[K+].O.[O-]P([O-])([O-])=O.[K+].[K+].[K+].C1(P(C2CCCCC2)C2C=CC=CC=2C2C(OC(C)C)=CC=CC=2OC(C)C)CCCCC1, predict the reaction product. The product is: [CH:15]1([C:2]2[C:3]([OH:14])=[C:4]([C:7]([CH3:13])=[C:8]([N+:10]([O-:12])=[O:11])[CH:9]=2)[CH:5]=[O:6])[CH2:17][CH2:16]1. (3) Given the reactants [Cl:1][C:2]1[CH:7]=[CH:6][N:5]=[C:4]([NH2:8])[CH:3]=1.C[Si]([N-][Si](C)(C)C)(C)C.[Li+].[CH3:19][C:20]([O:23][C:24](O[C:24]([O:23][C:20]([CH3:22])([CH3:21])[CH3:19])=[O:25])=[O:25])([CH3:22])[CH3:21], predict the reaction product. The product is: [Cl:1][C:2]1[CH:7]=[CH:6][N:5]=[C:4]([NH:8][C:24](=[O:25])[O:23][C:20]([CH3:22])([CH3:21])[CH3:19])[CH:3]=1.